From a dataset of Reaction yield outcomes from USPTO patents with 853,638 reactions. Predict the reaction yield, written as a fraction of the theoretical maximum amount of product (1.0 means a 100% yield; for example, 0.34 means a 34% yield). The reactants are [C:1]([OH:5])(=O)[CH2:2][OH:3].[Cl:6][C:7]1[CH:8]=[C:9]([NH:21][C:22]2[C:31]3[C:26](=[CH:27][CH:28]=[CH:29][C:30]=3[O:32][C@@H:33]([CH3:37])[CH2:34][NH:35][CH3:36])[N:25]=[CH:24][N:23]=2)[CH:10]=[CH:11][C:12]=1[O:13][CH2:14][C:15]1[CH:20]=[CH:19][CH:18]=[CH:17][N:16]=1. No catalyst specified. The product is [Cl:6][C:7]1[CH:8]=[C:9]([NH:21][C:22]2[C:31]3[C:26](=[CH:27][CH:28]=[CH:29][C:30]=3[O:32][C@@H:33]([CH3:37])[CH2:34][N:35]([CH3:36])[C:1](=[O:5])[CH2:2][OH:3])[N:25]=[CH:24][N:23]=2)[CH:10]=[CH:11][C:12]=1[O:13][CH2:14][C:15]1[CH:20]=[CH:19][CH:18]=[CH:17][N:16]=1. The yield is 0.530.